Dataset: Full USPTO retrosynthesis dataset with 1.9M reactions from patents (1976-2016). Task: Predict the reactants needed to synthesize the given product. (1) Given the product [Br:1][C:2]1[CH:3]=[C:4]2[C:9](=[CH:10][CH:11]=1)[CH:8]=[C:7]([O:12][Si:22]([C:19]([CH3:21])([CH3:20])[CH3:18])([CH3:24])[CH3:23])[CH:6]=[CH:5]2, predict the reactants needed to synthesize it. The reactants are: [Br:1][C:2]1[CH:3]=[C:4]2[C:9](=[CH:10][CH:11]=1)[CH:8]=[C:7]([OH:12])[CH:6]=[CH:5]2.N1C=CN=C1.[CH3:18][C:19]([Si:22](Cl)([CH3:24])[CH3:23])([CH3:21])[CH3:20]. (2) The reactants are: [CH:1]([C:4]1[CH:9]=[CH:8][C:7]([S:10][CH2:11][C:12]([N:14]2[CH2:19][CH2:18][O:17][CH2:16][CH:15]2[C:20]([O:22]C)=[O:21])=[O:13])=[CH:6][CH:5]=1)([CH3:3])[CH3:2].[OH-].[Li+]. Given the product [CH:1]([C:4]1[CH:9]=[CH:8][C:7]([S:10][CH2:11][C:12]([N:14]2[CH2:19][CH2:18][O:17][CH2:16][CH:15]2[C:20]([OH:22])=[O:21])=[O:13])=[CH:6][CH:5]=1)([CH3:3])[CH3:2], predict the reactants needed to synthesize it. (3) Given the product [NH2:1][C:2]([C:4]1[C:5]([F:24])=[CH:6][C:7]([NH:10][CH:11]2[CH2:16][CH2:15][N:14]([C:17]([O:19][C:20]([CH3:21])([CH3:23])[CH3:22])=[O:18])[CH2:13][CH2:12]2)=[C:8]([Cl:25])[CH:9]=1)=[O:3].[NH2:1][C:2]([C:4]1[CH:9]=[CH:8][C:7]([NH:10][CH:11]2[CH2:16][CH2:15][N:14]([C:17]([O:19][C:20]([CH3:21])([CH3:23])[CH3:22])=[O:18])[CH2:13][CH2:12]2)=[C:6]([Cl:25])[C:5]=1[F:24])=[O:3], predict the reactants needed to synthesize it. The reactants are: [NH2:1][C:2]([C:4]1[CH:9]=[CH:8][C:7]([NH:10][CH:11]2[CH2:16][CH2:15][N:14]([C:17]([O:19][C:20]([CH3:23])([CH3:22])[CH3:21])=[O:18])[CH2:13][CH2:12]2)=[CH:6][C:5]=1[F:24])=[O:3].[Cl:25]N1C(=O)CCC1=O. (4) The reactants are: [F:1][C:2]([F:12])([C:5]([F:11])([F:10])[C:6]([F:9])([F:8])[F:7])[CH2:3][OH:4].[F:13][C:14]([F:29])([S:25](F)(=[O:27])=[O:26])[C:15]([F:24])([F:23])[C:16]([F:22])([F:21])[C:17]([F:20])([F:19])[F:18].[OH-].[K+]. Given the product [F:29][C:14]([F:13])([S:25]([O:4][CH2:3][C:2]([F:12])([F:1])[C:5]([F:10])([F:11])[C:6]([F:7])([F:8])[F:9])(=[O:27])=[O:26])[C:15]([F:23])([F:24])[C:16]([F:22])([F:21])[C:17]([F:20])([F:19])[F:18], predict the reactants needed to synthesize it. (5) Given the product [CH2:1]([O:3][C:4]([C:6]1[CH:11]=[CH:10][CH:9]=[C:8]([S:12][C:13]2[C:21]3[C:16](=[CH:17][C:18]([Cl:22])=[CH:19][CH:20]=3)[N:15]([C:25]3[CH:26]=[N:27][N:28]([CH:30]([CH3:32])[CH3:31])[CH:29]=3)[C:14]=2[CH3:23])[N:7]=1)=[O:5])[CH3:2], predict the reactants needed to synthesize it. The reactants are: [CH2:1]([O:3][C:4]([C:6]1[CH:11]=[CH:10][CH:9]=[C:8]([S:12][C:13]2[C:21]3[C:16](=[CH:17][C:18]([Cl:22])=[CH:19][CH:20]=3)[NH:15][C:14]=2[CH3:23])[N:7]=1)=[O:5])[CH3:2].Br[C:25]1[CH:26]=[N:27][N:28]([CH:30]([CH3:32])[CH3:31])[CH:29]=1. (6) Given the product [F:21][C:18]1[CH:19]=[CH:20][C:15]([N:10]2[CH:11]=[CH:12][C:13](=[O:14])[N:8]([C:4]3[CH:5]=[CH:6][CH:7]=[C:2]([B:27]4[O:28][C:29]([CH3:31])([CH3:30])[C:25]([CH3:41])([CH3:24])[O:26]4)[C:3]=3[CH3:23])[C:9]2=[O:22])=[CH:16][CH:17]=1, predict the reactants needed to synthesize it. The reactants are: Br[C:2]1[C:3]([CH3:23])=[C:4]([N:8]2[C:13](=[O:14])[CH:12]=[CH:11][N:10]([C:15]3[CH:20]=[CH:19][C:18]([F:21])=[CH:17][CH:16]=3)[C:9]2=[O:22])[CH:5]=[CH:6][CH:7]=1.[CH3:24][C:25]1([CH3:41])[C:29]([CH3:31])([CH3:30])[O:28][B:27]([B:27]2[O:28][C:29]([CH3:31])([CH3:30])[C:25]([CH3:41])([CH3:24])[O:26]2)[O:26]1.C([O-])(=O)C.[K+]. (7) Given the product [NH2:1][C:2]1[N:3]=[CH:4][C:5]([C:21]2[CH:22]=[CH:23][C:24](=[O:30])[N:25]([CH:27]([CH3:29])[CH3:28])[CH:26]=2)=[N:6][C:7]=1[C:8]1[O:12][N:11]=[C:10]([C:13]2[CH:18]=[CH:17][CH:16]=[C:15]([CH2:19][NH:32][CH3:31])[CH:14]=2)[CH:9]=1, predict the reactants needed to synthesize it. The reactants are: [NH2:1][C:2]1[N:3]=[CH:4][C:5]([C:21]2[CH:22]=[CH:23][C:24](=[O:30])[N:25]([CH:27]([CH3:29])[CH3:28])[CH:26]=2)=[N:6][C:7]=1[C:8]1[O:12][N:11]=[C:10]([C:13]2[CH:18]=[CH:17][CH:16]=[C:15]([CH2:19]Cl)[CH:14]=2)[CH:9]=1.[CH3:31][NH2:32].C([O-])([O-])=O.[Na+].[Na+]. (8) Given the product [CH3:1][S:2]([N:5]([CH2:20][C:21]1[O:22][C:23]2[CH:29]=[C:28]([C:30]3[C:38]4[C:33](=[CH:34][CH:35]=[CH:36][CH:37]=4)[N:32]([S:40]([C:43]4[CH:48]=[CH:47][CH:46]=[CH:45][CH:44]=4)(=[O:41])=[O:42])[CH:31]=3)[CH:27]=[CH:26][C:24]=2[N:25]=1)[C:6](=[O:12])[O:7][C:8]([CH3:9])([CH3:11])[CH3:10])(=[O:4])=[O:3], predict the reactants needed to synthesize it. The reactants are: [CH3:1][S:2]([NH:5][C:6](=[O:12])[O:7][C:8]([CH3:11])([CH3:10])[CH3:9])(=[O:4])=[O:3].C([O-])([O-])=O.[K+].[K+].Cl[CH2:20][C:21]1[O:22][C:23]2[CH:29]=[C:28]([C:30]3[C:38]4[C:33](=[CH:34][C:35](F)=[CH:36][CH:37]=4)[N:32]([S:40]([C:43]4[CH:48]=[CH:47][CH:46]=[CH:45][CH:44]=4)(=[O:42])=[O:41])[CH:31]=3)[CH:27]=[CH:26][C:24]=2[N:25]=1.